From a dataset of Forward reaction prediction with 1.9M reactions from USPTO patents (1976-2016). Predict the product of the given reaction. Given the reactants C(OC([N:8]1[CH2:17][CH2:16][C:15]2[C:10](=[CH:11][CH:12]=[C:13]([F:18])[CH:14]=2)[C@H:9]1[C:19]1[CH:24]=[C:23]([Cl:25])[CH:22]=[CH:21][C:20]=1[O:26][CH2:27][C:28]([O:30][CH2:31][CH3:32])=[O:29])=O)(C)(C)C, predict the reaction product. The product is: [CH2:31]([O:30][C:28](=[O:29])[CH2:27][O:26][C:20]1[CH:21]=[CH:22][C:23]([Cl:25])=[CH:24][C:19]=1[C@@H:9]1[C:10]2[C:15](=[CH:14][C:13]([F:18])=[CH:12][CH:11]=2)[CH2:16][CH2:17][NH:8]1)[CH3:32].